Dataset: Reaction yield outcomes from USPTO patents with 853,638 reactions. Task: Predict the reaction yield, written as a fraction of the theoretical maximum amount of product (1.0 means a 100% yield; for example, 0.34 means a 34% yield). (1) The reactants are [CH:1]1([C@H:4]([N:8]2[CH:12]=[C:11]([C:13]3[C:14]4[CH:21]=[CH:20][N:19](COCC[Si](C)(C)C)[C:15]=4[N:16]=[CH:17][N:18]=3)[CH:10]=[N:9]2)[CH2:5][C:6]#[N:7])[CH2:3][CH2:2]1.F[B-](F)(F)F.[Li+].[NH4+].[OH-]. The catalyst is CC#N.O. The product is [CH:1]1([C@H:4]([N:8]2[CH:12]=[C:11]([C:13]3[C:14]4[CH:21]=[CH:20][NH:19][C:15]=4[N:16]=[CH:17][N:18]=3)[CH:10]=[N:9]2)[CH2:5][C:6]#[N:7])[CH2:3][CH2:2]1. The yield is 0.874. (2) The reactants are [CH:1]1[C:13]2[CH:12]([CH2:14][O:15][C:16](=[O:44])[NH:17][C:18]3[CH:23]=[CH:22][C:21]([S:24][C:25]4[CH:30]=[CH:29][C:28]([C:31](=[O:40])[NH:32][C:33]5[CH:38]=[CH:37][C:36]([Cl:39])=[CH:35][N:34]=5)=[CH:27][C:26]=4[N+:41]([O-])=O)=[CH:20][CH:19]=3)[C:11]3[C:6](=[CH:7][CH:8]=[CH:9][CH:10]=3)[C:5]=2[CH:4]=[CH:3][CH:2]=1.[Cl-].[NH4+].C(O)C.O1CCCC1. The catalyst is O.C(OCC)(=O)C.[Fe]. The product is [CH:1]1[C:13]2[CH:12]([CH2:14][O:15][C:16](=[O:44])[NH:17][C:18]3[CH:19]=[CH:20][C:21]([S:24][C:25]4[CH:30]=[CH:29][C:28]([C:31](=[O:40])[NH:32][C:33]5[CH:38]=[CH:37][C:36]([Cl:39])=[CH:35][N:34]=5)=[CH:27][C:26]=4[NH2:41])=[CH:22][CH:23]=3)[C:11]3[C:6](=[CH:7][CH:8]=[CH:9][CH:10]=3)[C:5]=2[CH:4]=[CH:3][CH:2]=1. The yield is 0.910.